From a dataset of Full USPTO retrosynthesis dataset with 1.9M reactions from patents (1976-2016). Predict the reactants needed to synthesize the given product. (1) Given the product [Br:1][C:2]1[CH:11]=[N:10][C:9]2[N:8]([C:12](=[O:14])[CH3:13])[C@@H:7]([CH3:15])[CH2:6][NH:5][C:4]=2[CH:3]=1, predict the reactants needed to synthesize it. The reactants are: [Br:1][C:2]1[CH:11]=[N:10][C:9]2[N:8]([C:12](=[O:14])[CH3:13])[C@@H:7]([CH3:15])[CH2:6][N:5](S(C3C=CC(C)=CC=3)(=O)=O)[C:4]=2[CH:3]=1.S(=O)(=O)(O)O. (2) Given the product [NH2:17][CH2:16][C:14]1[CH:15]=[C:11]([CH:10]([N:24]([CH2:34][CH2:35][CH:36]([CH3:38])[CH3:37])[S:25]([C:28]2[CH:33]=[CH:32][CH:31]=[CH:30][CH:29]=2)(=[O:27])=[O:26])[CH2:9][O:8][Si:1]([C:4]([CH3:7])([CH3:6])[CH3:5])([CH3:2])[CH3:3])[S:12][CH:13]=1, predict the reactants needed to synthesize it. The reactants are: [Si:1]([O:8][CH2:9][CH:10]([N:24]([CH2:34][CH2:35][CH:36]([CH3:38])[CH3:37])[S:25]([C:28]1[CH:33]=[CH:32][CH:31]=[CH:30][CH:29]=1)(=[O:27])=[O:26])[C:11]1[S:12][CH:13]=[C:14]([CH2:16][NH:17]S(C(C)(C)C)=O)[CH:15]=1)([C:4]([CH3:7])([CH3:6])[CH3:5])([CH3:3])[CH3:2].Cl. (3) Given the product [CH2:8]([C:7]1[CH:6]=[CH:5][C:4]([C:10](=[O:12])[CH3:11])=[CH:3][C:2]=1[OH:14])[CH3:9], predict the reactants needed to synthesize it. The reactants are: N[C:2]1[CH:3]=[C:4]([C:10](=[O:12])[CH3:11])[CH:5]=[CH:6][C:7]=1[CH2:8][CH3:9].S(=O)(=O)(O)[OH:14].N([O-])=O.[Na+].NC(N)=O. (4) Given the product [NH2:12][C:13]1[C:14]([C:20]([NH:22][C:23]2[CH:24]=[N:25][CH:26]=[CH:27][C:28]=2[CH2:29][CH2:30][N:31]2[CH2:35][CH2:34][CH2:33][CH2:32]2)=[O:21])=[N:15][C:16]([C:3]2[CH:4]=[CH:5][C:6]([Cl:8])=[CH:7][C:2]=2[Cl:1])=[CH:17][N:18]=1, predict the reactants needed to synthesize it. The reactants are: [Cl:1][C:2]1[CH:7]=[C:6]([Cl:8])[CH:5]=[CH:4][C:3]=1B(O)O.[NH2:12][C:13]1[C:14]([C:20]([NH:22][C:23]2[CH:24]=[N:25][CH:26]=[CH:27][C:28]=2[CH2:29][CH2:30][N:31]2[CH2:35][CH2:34][CH2:33][CH2:32]2)=[O:21])=[N:15][C:16](Br)=[CH:17][N:18]=1.C([O-])([O-])=O.[Na+].[Na+].C(Cl)Cl. (5) Given the product [Cl:1][C:2]1[C:7]([NH:8][S:9]([CH3:12])(=[O:10])=[O:11])=[CH:6][C:5]([C:13]2[CH:21]=[C:20]3[C:16]([CH:17]=[N:18][NH:19]3)=[C:15]([C:32]3[O:33][C:34]([CH2:37][N:45]4[CH2:46][CH2:47][N:42]([CH:40]([CH3:41])[CH3:39])[CH2:43][CH2:44]4)=[N:35][N:36]=3)[CH:14]=2)=[CH:4][N:3]=1, predict the reactants needed to synthesize it. The reactants are: [Cl:1][C:2]1[C:7]([NH:8][S:9]([CH3:12])(=[O:11])=[O:10])=[CH:6][C:5]([C:13]2[CH:21]=[C:20]3[C:16]([CH:17]=[N:18][N:19]3S(C3C=CC(C)=CC=3)(=O)=O)=[C:15]([C:32]3[O:33][C:34]([CH2:37]Cl)=[N:35][N:36]=3)[CH:14]=2)=[CH:4][N:3]=1.[CH3:39][CH:40]([N:42]1[CH2:47][CH2:46][NH:45][CH2:44][CH2:43]1)[CH3:41].[OH-].[Na+].